Dataset: Forward reaction prediction with 1.9M reactions from USPTO patents (1976-2016). Task: Predict the product of the given reaction. (1) Given the reactants [CH2:1]([O:3][C:4]1[CH:5]=[N:6][C:7]([C:10]2[CH:11]=[C:12]([CH:28]=[CH:29][CH:30]=2)[C:13]([C:15]2[C:20](=[O:21])[CH:19]=[CH:18][N:17]([C:22]3[CH:23]=[N:24][N:25]([CH3:27])[CH:26]=3)[N:16]=2)=[O:14])=[N:8][CH:9]=1)[CH3:2].[BH4-].[Na+].[NH4+].[Cl-], predict the reaction product. The product is: [CH2:1]([O:3][C:4]1[CH:9]=[N:8][C:7]([C:10]2[CH:11]=[C:12]([CH:13]([OH:14])[C:15]3[C:20](=[O:21])[CH:19]=[CH:18][N:17]([C:22]4[CH:23]=[N:24][N:25]([CH3:27])[CH:26]=4)[N:16]=3)[CH:28]=[CH:29][CH:30]=2)=[N:6][CH:5]=1)[CH3:2]. (2) Given the reactants [CH2:1]([O:8][C:9]1[C:14]([C:15](OCC)=[O:16])=[CH:13][N:12]=[C:11]([S:20][CH3:21])[N:10]=1)[C:2]1[CH:7]=[CH:6][CH:5]=[CH:4][CH:3]=1.[H-].[Al+3].[Li+].[H-].[H-].[H-].C(=O)([O-])O.[Na+].C(OCC)(=O)C, predict the reaction product. The product is: [CH2:1]([O:8][C:9]1[C:14]([CH2:15][OH:16])=[CH:13][N:12]=[C:11]([S:20][CH3:21])[N:10]=1)[C:2]1[CH:3]=[CH:4][CH:5]=[CH:6][CH:7]=1. (3) The product is: [C:1]([C:3]1[CH:8]=[C:7]([C:9]([F:10])([F:11])[F:12])[CH:6]=[CH:5][C:4]=1[O:13][CH2:19][C:20]([O:22][CH2:23][CH3:24])=[O:21])#[N:2]. Given the reactants [C:1]([C:3]1[CH:8]=[C:7]([C:9]([F:12])([F:11])[F:10])[CH:6]=[CH:5][C:4]=1[OH:13])#[N:2].C(C1C=C(C)C=CC=1O[CH2:19][C:20]([O:22][CH2:23][CH3:24])=[O:21])#N, predict the reaction product. (4) Given the reactants Br[C:2]1[C:3]([F:23])=[CH:4][C:5]2[O:11][CH2:10][CH2:9][N:8]3[C:12]([C:18]([NH:20][CH3:21])=[O:19])=[C:13]([C:15]([NH2:17])=[O:16])[N:14]=[C:7]3[C:6]=2[CH:22]=1.[CH3:24][C:25]([OH:30])([C:28]#[CH:29])[CH2:26][OH:27], predict the reaction product. The product is: [OH:30][C:25]([CH3:24])([CH2:26][OH:27])[C:28]#[C:29][C:2]1[C:3]([F:23])=[CH:4][C:5]2[O:11][CH2:10][CH2:9][N:8]3[C:12]([C:18]([NH:20][CH3:21])=[O:19])=[C:13]([C:15]([NH2:17])=[O:16])[N:14]=[C:7]3[C:6]=2[CH:22]=1. (5) Given the reactants [C:1]([C:5]1[CH:10]=[C:9]([C:11]([CH3:13])=[CH2:12])[CH:8]=[CH:7][C:6]=1[N:14]1[CH2:19][CH2:18][N:17]([C:20](=[O:26])[C:21]([O:23]CC)=[O:22])[CH2:16][CH2:15]1)([CH3:4])([CH3:3])[CH3:2].[OH-].[Li+].Cl, predict the reaction product. The product is: [C:1]([C:5]1[CH:10]=[C:9]([C:11]([CH3:13])=[CH2:12])[CH:8]=[CH:7][C:6]=1[N:14]1[CH2:19][CH2:18][N:17]([C:20](=[O:26])[C:21]([OH:23])=[O:22])[CH2:16][CH2:15]1)([CH3:2])([CH3:3])[CH3:4]. (6) Given the reactants [Cl-].O[NH3+:3].[C:4](=[O:7])([O-])[OH:5].[Na+].CS(C)=O.[O:13]1[C:17]2[CH:18]=[CH:19][C:20]([N:22]3[C:27](=[O:28])[C:26]([CH2:29][C:30]4[CH:35]=[CH:34][C:33]([C:36]5[C:37]([C:42]#[N:43])=[CH:38][CH:39]=[CH:40][CH:41]=5)=[CH:32][CH:31]=4)=[C:25]([CH2:44][CH2:45][CH3:46])[N:24]=[C:23]3[CH3:47])=[CH:21][C:16]=2[CH2:15][CH2:14]1, predict the reaction product. The product is: [O:13]1[C:17]2[CH:18]=[CH:19][C:20]([N:22]3[C:27](=[O:28])[C:26]([CH2:29][C:30]4[CH:35]=[CH:34][C:33]([C:36]5[CH:41]=[CH:40][CH:39]=[CH:38][C:37]=5[C:42]5[NH:3][C:4](=[O:7])[O:5][N:43]=5)=[CH:32][CH:31]=4)=[C:25]([CH2:44][CH2:45][CH3:46])[N:24]=[C:23]3[CH3:47])=[CH:21][C:16]=2[CH2:15][CH2:14]1. (7) Given the reactants C[O:2][C:3](=O)[C@H:4]([CH2:28][CH2:29][S:30][CH3:31])[NH:5][C:6](=[O:27])[C:7]1[CH:12]=[CH:11][C:10]([CH2:13][O:14][C:15]2[CH:16]=[N:17][CH:18]=[CH:19][CH:20]=2)=[CH:9][C:8]=1[C:21]1[CH:26]=[CH:25][CH:24]=[CH:23][CH:22]=1.Cl.[NH2:34][OH:35].C(=O)([O-])[O-].[K+].[K+].[OH-].[K+], predict the reaction product. The product is: [N:17]1[CH:18]=[CH:19][CH:20]=[C:15]([O:14][CH2:13][C:10]2[CH:11]=[CH:12][C:7]([C:6]([NH:5][C@H:4]([C:3]([NH:34][OH:35])=[O:2])[CH2:28][CH2:29][S:30][CH3:31])=[O:27])=[C:8]([C:21]3[CH:26]=[CH:25][CH:24]=[CH:23][CH:22]=3)[CH:9]=2)[CH:16]=1. (8) Given the reactants Cl.[NH2:2][C:3]1[CH:4]=[C:5]2[C:9](=[CH:10][CH:11]=1)[N:8]([C:12]1[CH:17]=[CH:16][C:15]([NH:18][C:19]([N:21]([C:23]3[CH:28]=[CH:27][C:26]([Cl:29])=[C:25]([C:30]([F:33])([F:32])[F:31])[CH:24]=3)[OH:22])=[O:20])=[CH:14][CH:13]=1)[CH:7]=[CH:6]2.[C:34](O[C:34](=[O:39])[C:35]([CH3:38])([CH3:37])[CH3:36])(=[O:39])[C:35]([CH3:38])([CH3:37])[CH3:36], predict the reaction product. The product is: [Cl:29][C:26]1[CH:27]=[CH:28][C:23]([N:21]([OH:22])[C:19](=[O:20])[NH:18][C:15]2[CH:14]=[CH:13][C:12]([N:8]3[C:9]4[C:5](=[CH:4][C:3]([NH:2][C:34](=[O:39])[C:35]([CH3:38])([CH3:37])[CH3:36])=[CH:11][CH:10]=4)[CH:6]=[CH:7]3)=[CH:17][CH:16]=2)=[CH:24][C:25]=1[C:30]([F:33])([F:32])[F:31]. (9) Given the reactants [Mg].II.[CH2:4](Br)C.CCl.[C:9]([C:17]1[CH:22]=[CH:21][CH:20]=[CH:19][CH:18]=1)(=O)[C:10]1[CH:15]=[CH:14][CH:13]=[CH:12][CH:11]=1.[Cl-].[NH4+], predict the reaction product. The product is: [C:10]1([C:9]([C:17]2[CH:22]=[CH:21][CH:20]=[CH:19][CH:18]=2)=[CH2:4])[CH:15]=[CH:14][CH:13]=[CH:12][CH:11]=1.